From a dataset of Forward reaction prediction with 1.9M reactions from USPTO patents (1976-2016). Predict the product of the given reaction. (1) Given the reactants C(OC([NH:8][CH2:9][CH:10]1[CH2:15][CH2:14][N:13]([C:16]2[N:20]([CH3:21])[N:19]=[CH:18][C:17]=2[NH:22][C:23]([C:25]2[N:26]=[C:27](Br)[S:28][C:29]=2[NH:30]C(=O)OC(C)(C)C)=[O:24])[CH2:12][CH2:11]1)=O)CCC.[CH3:39][N:40]([CH3:50])[C:41]1[CH:42]=[C:43](B(O)O)[CH:44]=[CH:45][CH:46]=1, predict the reaction product. The product is: [NH2:30][C:29]1[S:28][C:27]([C:45]2[CH:44]=[CH:43][CH:42]=[C:41]([N:40]([CH3:50])[CH3:39])[CH:46]=2)=[N:26][C:25]=1[C:23]([NH:22][C:17]1[CH:18]=[N:19][N:20]([CH3:21])[C:16]=1[N:13]1[CH2:12][CH2:11][CH:10]([CH2:9][NH2:8])[CH2:15][CH2:14]1)=[O:24]. (2) Given the reactants [F:1][C:2]1[C:3]2[C:4]([CH:45]([OH:51])[C:46]([O:48]CC)=[O:47])=[C:5]3[C:14]4[N:15]=[C:16]([C:19]5[C:20]([N:39]([CH3:44])[S:40]([CH3:43])(=[O:42])=[O:41])=[CH:21][C:22]6[O:26][C:25]([C:27]7[CH:32]=[CH:31][C:30]([F:33])=[CH:29][CH:28]=7)=[C:24]([C:34](=[O:37])[NH:35][CH3:36])[C:23]=6[CH:38]=5)[CH:17]=[CH:18][C:13]=4[O:12][CH2:11][N:6]3[C:7]=2[CH:8]=[CH:9][CH:10]=1.[OH-].[Li+], predict the reaction product. The product is: [F:1][C:2]1[C:3]2[C:4]([CH:45]([OH:51])[C:46]([OH:48])=[O:47])=[C:5]3[C:14]4[N:15]=[C:16]([C:19]5[C:20]([N:39]([CH3:44])[S:40]([CH3:43])(=[O:42])=[O:41])=[CH:21][C:22]6[O:26][C:25]([C:27]7[CH:28]=[CH:29][C:30]([F:33])=[CH:31][CH:32]=7)=[C:24]([C:34](=[O:37])[NH:35][CH3:36])[C:23]=6[CH:38]=5)[CH:17]=[CH:18][C:13]=4[O:12][CH2:11][N:6]3[C:7]=2[CH:8]=[CH:9][CH:10]=1.